Dataset: NCI-60 drug combinations with 297,098 pairs across 59 cell lines. Task: Regression. Given two drug SMILES strings and cell line genomic features, predict the synergy score measuring deviation from expected non-interaction effect. (1) Drug 1: C1=CN(C(=O)N=C1N)C2C(C(C(O2)CO)O)O.Cl. Drug 2: C1CN(P(=O)(OC1)NCCCl)CCCl. Cell line: SN12C. Synergy scores: CSS=2.42, Synergy_ZIP=-6.66, Synergy_Bliss=-1.50, Synergy_Loewe=-25.4, Synergy_HSA=-3.45. (2) Drug 1: CNC(=O)C1=CC=CC=C1SC2=CC3=C(C=C2)C(=NN3)C=CC4=CC=CC=N4. Drug 2: CCC1(C2=C(COC1=O)C(=O)N3CC4=CC5=C(C=CC(=C5CN(C)C)O)N=C4C3=C2)O.Cl. Cell line: SK-MEL-5. Synergy scores: CSS=12.8, Synergy_ZIP=-2.52, Synergy_Bliss=-1.41, Synergy_Loewe=-24.2, Synergy_HSA=-7.37. (3) Drug 1: C1=CC=C(C(=C1)C(C2=CC=C(C=C2)Cl)C(Cl)Cl)Cl. Drug 2: C1CCC(C(C1)N)N.C(=O)(C(=O)[O-])[O-].[Pt+4]. Cell line: RPMI-8226. Synergy scores: CSS=49.0, Synergy_ZIP=6.54, Synergy_Bliss=5.45, Synergy_Loewe=-25.8, Synergy_HSA=6.02.